The task is: Predict the reaction yield, written as a fraction of the theoretical maximum amount of product (1.0 means a 100% yield; for example, 0.34 means a 34% yield).. This data is from Reaction yield outcomes from USPTO patents with 853,638 reactions. The reactants are FC1C(N2CCC(C3C=CC=CN=3)CC2)=CC=C2C=1N(C1C=CC=CC=1C#N)N=C2C.[F:32][C:33]1[C:34](I)=[CH:35][CH:36]=[C:37]2[C:41]=1[N:40]([C:42]1[CH:43]=[C:44]([CH:47]=[CH:48][CH:49]=1)[C:45]#[N:46])[N:39]=[C:38]2[CH3:50].[N:52]1[CH:57]=[CH:56][CH:55]=[CH:54][C:53]=1[N:58]1[CH2:63][CH2:62][NH:61][CH2:60][CH2:59]1.C1C=CC(P(C2C(C3C(P(C4C=CC=CC=4)C4C=CC=CC=4)=CC=C4C=3C=CC=C4)=C3C(C=CC=C3)=CC=2)C2C=CC=CC=2)=CC=1.O(C(C)(C)C)[Na]. The catalyst is C1C=CC(/C=C/C(/C=C/C2C=CC=CC=2)=O)=CC=1.C1C=CC(/C=C/C(/C=C/C2C=CC=CC=2)=O)=CC=1.C1C=CC(/C=C/C(/C=C/C2C=CC=CC=2)=O)=CC=1.[Pd].[Pd]. The product is [F:32][C:33]1[C:34]([N:61]2[CH2:62][CH2:63][N:58]([C:53]3[CH:54]=[CH:55][CH:56]=[CH:57][N:52]=3)[CH2:59][CH2:60]2)=[CH:35][CH:36]=[C:37]2[C:41]=1[N:40]([C:42]1[CH:43]=[C:44]([CH:47]=[CH:48][CH:49]=1)[CH2:45][NH2:46])[N:39]=[C:38]2[CH3:50]. The yield is 0.360.